Dataset: Reaction yield outcomes from USPTO patents with 853,638 reactions. Task: Predict the reaction yield, written as a fraction of the theoretical maximum amount of product (1.0 means a 100% yield; for example, 0.34 means a 34% yield). (1) The reactants are [CH2:1]([NH:8][CH:9]([CH2:12][CH3:13])[CH2:10][CH3:11])[C:2]1[CH:7]=[CH:6][CH:5]=[CH:4][CH:3]=1.[Br:14][CH2:15][C:16](Br)=[O:17].CCN(CC)CC. The catalyst is C(Cl)Cl. The product is [CH2:1]([N:8]([CH:9]([CH2:12][CH3:13])[CH2:10][CH3:11])[C:16](=[O:17])[CH2:15][Br:14])[C:2]1[CH:7]=[CH:6][CH:5]=[CH:4][CH:3]=1. The yield is 0.820. (2) The reactants are [O:1]=[S:2]1(=[O:26])[CH2:6][CH2:5][CH2:4][N:3]1[C:7]1[CH:8]=[C:9]2[C:13](=[CH:14][CH:15]=1)[NH:12][N:11]=[C:10]2[NH:16][C:17](=S)[CH2:18][C:19]1[CH:24]=[CH:23][CH:22]=[CH:21][CH:20]=1.C(=O)(O)[O-].[Na+].Cl.[NH2:33][OH:34]. The product is [O:1]=[S:2]1(=[O:26])[CH2:6][CH2:5][CH2:4][N:3]1[C:7]1[CH:8]=[C:9]2[C:13](=[CH:14][CH:15]=1)[NH:12][N:11]=[C:10]2[NH:16][C:17](=[N:33][OH:34])[CH2:18][C:19]1[CH:24]=[CH:23][CH:22]=[CH:21][CH:20]=1. The catalyst is CO. The yield is 0.200. (3) The reactants are [CH3:1][C@:2]12[C@@:19]3([CH3:20])[C@@H:10]([C@:11]4([CH3:31])[C@@H:16]([CH2:17][CH2:18]3)[C:15]([CH3:22])([CH3:21])[C:14](OS(C(F)(F)F)(=O)=O)=[CH:13][CH2:12]4)[CH2:9][CH2:8][CH:7]1[C@H:6]1[C@H:32]([C:35]([CH3:37])=[CH2:36])[CH2:33][CH2:34][C@:5]1([C:38]([O:40][CH2:41][C:42]1[CH:47]=[CH:46][CH:45]=[CH:44][CH:43]=1)=[O:39])[CH2:4][CH2:3]2.CC(O)C.O.C(=O)([O-])[O-].[Na+].[Na+].[CH3:59][O:60][C:61]([C:63]1[CH:68]=[CH:67][C:66](B(O)O)=[CH:65][CH:64]=1)=[O:62]. The catalyst is O1CCOCC1.C1C=CC([P]([Pd]([P](C2C=CC=CC=2)(C2C=CC=CC=2)C2C=CC=CC=2)([P](C2C=CC=CC=2)(C2C=CC=CC=2)C2C=CC=CC=2)[P](C2C=CC=CC=2)(C2C=CC=CC=2)C2C=CC=CC=2)(C2C=CC=CC=2)C2C=CC=CC=2)=CC=1.O. The product is [CH3:59][O:60][C:61]([C:63]1[CH:68]=[CH:67][C:66]([C:14]2[C:15]([CH3:22])([CH3:21])[C@H:16]3[C@:11]([CH3:31])([CH2:12][CH:13]=2)[C@@H:10]2[C@:19]([CH3:20])([C@@:2]4([CH3:1])[C@H:7]([CH2:8][CH2:9]2)[C@H:6]2[C@H:32]([C:35]([CH3:37])=[CH2:36])[CH2:33][CH2:34][C@:5]2([C:38]([O:40][CH2:41][C:42]2[CH:47]=[CH:46][CH:45]=[CH:44][CH:43]=2)=[O:39])[CH2:4][CH2:3]4)[CH2:18][CH2:17]3)=[CH:65][CH:64]=1)=[O:62]. The yield is 0.684. (4) The reactants are Cl[C:2]1[NH:17][C:5]2=[N:6][CH:7]=[C:8]([C:10]3[CH:15]=[CH:14][CH:13]=[C:12]([F:16])[CH:11]=3)[CH:9]=[C:4]2[CH:3]=1.CCN(CC)CC.CO. The catalyst is C1COCC1.[Pd]. The product is [F:16][C:12]1[CH:11]=[C:10]([C:8]2[CH:9]=[C:4]3[CH:3]=[CH:2][NH:17][C:5]3=[N:6][CH:7]=2)[CH:15]=[CH:14][CH:13]=1. The yield is 0.880. (5) The reactants are [CH3:1][NH:2][C:3]([C:5]1[CH:10]=[CH:9][C:8](B(O)O)=[CH:7][CH:6]=1)=[O:4].[Cl:14][C:15]1[N:20]=[CH:19][C:18]([O:21][C:22]2[CH:27]=[CH:26][N:25]=[C:24]3[CH:28]=[C:29](I)[S:30][C:23]=23)=[CH:17][CH:16]=1.C(=O)([O-])[O-].[Cs+].[Cs+].C1(C)C=CC=CC=1. The catalyst is C(Cl)Cl.O.C1C=CC([P]([Pd]([P](C2C=CC=CC=2)(C2C=CC=CC=2)C2C=CC=CC=2)([P](C2C=CC=CC=2)(C2C=CC=CC=2)C2C=CC=CC=2)[P](C2C=CC=CC=2)(C2C=CC=CC=2)C2C=CC=CC=2)(C2C=CC=CC=2)C2C=CC=CC=2)=CC=1.CCO. The product is [Cl:14][C:15]1[N:20]=[CH:19][C:18]([O:21][C:22]2[CH:27]=[CH:26][N:25]=[C:24]3[CH:28]=[C:29]([C:8]4[CH:9]=[CH:10][C:5]([C:3]([NH:2][CH3:1])=[O:4])=[CH:6][CH:7]=4)[S:30][C:23]=23)=[CH:17][CH:16]=1. The yield is 0.590.